From a dataset of Peptide-MHC class II binding affinity with 134,281 pairs from IEDB. Regression. Given a peptide amino acid sequence and an MHC pseudo amino acid sequence, predict their binding affinity value. This is MHC class II binding data. (1) The MHC is HLA-DQA10201-DQB10303 with pseudo-sequence HLA-DQA10201-DQB10303. The peptide sequence is LEAWLTEHGCNRLKR. The binding affinity (normalized) is 0.255. (2) The peptide sequence is EGHHLASAAILGHDG. The MHC is DRB3_0101 with pseudo-sequence DRB3_0101. The binding affinity (normalized) is 0.0909. (3) The peptide sequence is EKKYFAATQFEPLAA. The MHC is HLA-DPA10201-DPB10101 with pseudo-sequence HLA-DPA10201-DPB10101. The binding affinity (normalized) is 0.916. (4) The peptide sequence is EKKPFAATQFEPLAA. The MHC is DRB1_1001 with pseudo-sequence DRB1_1001. The binding affinity (normalized) is 0.508. (5) The peptide sequence is PEAKYDAYVATLTEA. The MHC is HLA-DQA10102-DQB10502 with pseudo-sequence HLA-DQA10102-DQB10502. The binding affinity (normalized) is 0.250. (6) The MHC is DRB1_0901 with pseudo-sequence DRB1_0901. The binding affinity (normalized) is 0.208. The peptide sequence is VSSHNHIPGYKVQTN.